This data is from Catalyst prediction with 721,799 reactions and 888 catalyst types from USPTO. The task is: Predict which catalyst facilitates the given reaction. (1) Reactant: [CH:1]([O:4][C:5]([N:7]1[CH:12]([CH2:13][CH3:14])[CH2:11][CH:10]([N:15]([CH2:21][C:22]2[CH:27]=[C:26]([C:28]([F:31])([F:30])[F:29])[CH:25]=[C:24]([C:32]([F:35])([F:34])[F:33])[CH:23]=2)[C:16]2[N:17]=[N:18][NH:19][N:20]=2)[CH2:9][CH:8]1[CH2:36][CH3:37])=[O:6])([CH3:3])[CH3:2].Br[CH2:39][CH2:40][OH:41].C(=O)([O-])[O-].[K+].[K+]. Product: [CH:1]([O:4][C:5]([N:7]1[CH:12]([CH2:13][CH3:14])[CH2:11][CH:10]([N:15]([CH2:21][C:22]2[CH:23]=[C:24]([C:32]([F:33])([F:34])[F:35])[CH:25]=[C:26]([C:28]([F:31])([F:29])[F:30])[CH:27]=2)[C:16]2[N:17]=[N:18][N:19]([CH2:39][CH2:40][OH:41])[N:20]=2)[CH2:9][CH:8]1[CH2:36][CH3:37])=[O:6])([CH3:3])[CH3:2]. The catalyst class is: 3. (2) Reactant: [C:1]([O:5][C:6]([N:8]1[C:16]2[C:11](=[CH:12][C:13]([O:17][CH2:18][C:19]3[CH:24]=[CH:23][CH:22]=[CH:21][CH:20]=3)=[CH:14][CH:15]=2)[C:10]([C:25]2[N:26]([C:42]([O:44][C:45]([CH3:48])([CH3:47])[CH3:46])=[O:43])[C:27]3[C:32]([CH:33]=2)=[CH:31][CH:30]=[C:29]([O:34][Si](C(C)(C)C)(C)C)[CH:28]=3)=[N:9]1)=[O:7])([CH3:4])([CH3:3])[CH3:2].O.[F-].C([N+](CCCC)(CCCC)CCCC)CCC. Product: [C:1]([O:5][C:6]([N:8]1[C:16]2[C:11](=[CH:12][C:13]([O:17][CH2:18][C:19]3[CH:20]=[CH:21][CH:22]=[CH:23][CH:24]=3)=[CH:14][CH:15]=2)[C:10]([C:25]2[N:26]([C:42]([O:44][C:45]([CH3:48])([CH3:47])[CH3:46])=[O:43])[C:27]3[C:32]([CH:33]=2)=[CH:31][CH:30]=[C:29]([OH:34])[CH:28]=3)=[N:9]1)=[O:7])([CH3:4])([CH3:3])[CH3:2]. The catalyst class is: 217. (3) Reactant: Cl.[NH:2]=[C:3]1[CH2:8][CH2:7][CH2:6][CH2:5][N:4]1[OH:9].C(N(CC)CC)C.[C:17]([C:23]([O:25][CH3:26])=[O:24])#[C:18][C:19]([O:21][CH3:22])=[O:20]. Product: [CH3:22][O:21][C:19](=[O:20])[CH2:18][C:17]1([C:23]([O:25][CH3:26])=[O:24])[O:9][N:4]2[CH2:5][CH2:6][CH2:7][CH2:8][C:3]2=[N:2]1. The catalyst class is: 22. (4) Reactant: [Br:1][C:2]1[CH:9]=[CH:8][C:5]([CH:6]=O)=[CH:4][CH:3]=1.[CH3:10][N:11]([CH3:17])[C@H:12]1[CH2:16][CH2:15][NH:14][CH2:13]1.C(O[BH-](OC(=O)C)OC(=O)C)(=O)C.[Na+]. Product: [Br:1][C:2]1[CH:9]=[CH:8][C:5]([CH2:6][N:14]2[CH2:15][CH2:16][C@H:12]([N:11]([CH3:17])[CH3:10])[CH2:13]2)=[CH:4][CH:3]=1. The catalyst class is: 4.